Predict which catalyst facilitates the given reaction. From a dataset of Catalyst prediction with 721,799 reactions and 888 catalyst types from USPTO. (1) Reactant: [O:1]=[C:2]1[NH:7][CH:6]=[CH:5][N:4]([S:8]([C:11]2[CH:17]=[CH:16][C:14]([CH3:15])=[CH:13][CH:12]=2)(=[O:10])=[O:9])[C@@H:3]1[CH2:18][C:19](O)=[O:20].[NH2:22][CH:23]1[CH2:32][CH2:31][CH2:30][C:29]2[N:28]=[C:27]([CH2:33][CH2:34]O)[N:26]=[CH:25][C:24]1=2.[CH:36]1[CH:37]=[CH:38]C2N(O)N=[N:42][C:40]=2[CH:41]=1.CCN=C=NCCCN(C)C. Product: [O:1]=[C:2]1[NH:7][CH:6]=[CH:5][N:4]([S:8]([C:11]2[CH:17]=[CH:16][C:14]([CH3:15])=[CH:13][CH:12]=2)(=[O:10])=[O:9])[C@@H:3]1[CH2:18][C:19]([NH:22][CH:23]1[CH2:32][CH2:31][CH2:30][C:29]2[N:28]=[C:27]([CH2:33][CH2:34][N:42]3[CH2:38][CH2:37][CH2:36][CH2:41][CH2:40]3)[N:26]=[CH:25][C:24]1=2)=[O:20]. The catalyst class is: 3. (2) Reactant: [Si]([O:8][CH2:9][C@@H:10]1[C@@H:14]([C:15]2[CH:20]=[CH:19][C:18]([CH2:21][O:22][Si](C(C)(C)C)(C)C)=[CH:17][CH:16]=2)[CH2:13][CH2:12][N:11]1[C:30]([O:32][C:33]([CH3:36])([CH3:35])[CH3:34])=[O:31])(C(C)(C)C)(C)C.CCCC[N+](CCCC)(CCCC)CCCC.[F-].CCOC(C)=O.C([O-])(O)=O.[Na+]. Product: [OH:8][CH2:9][C@@H:10]1[C@@H:14]([C:15]2[CH:20]=[CH:19][C:18]([CH2:21][OH:22])=[CH:17][CH:16]=2)[CH2:13][CH2:12][N:11]1[C:30]([O:32][C:33]([CH3:36])([CH3:35])[CH3:34])=[O:31]. The catalyst class is: 1. (3) Reactant: Br[C:2]1[CH:3]=[CH:4][C:5]([N+:8]([O-:10])=[O:9])=[N:6][CH:7]=1.[CH:11]([N:14]1[CH2:19][CH2:18][NH:17][CH2:16][CH2:15]1)([CH3:13])[CH3:12].C(=O)([O-])[O-].[K+].[K+]. Product: [CH:11]([N:14]1[CH2:19][CH2:18][N:17]([C:2]2[CH:7]=[N:6][C:5]([N+:8]([O-:10])=[O:9])=[CH:4][CH:3]=2)[CH2:16][CH2:15]1)([CH3:13])[CH3:12]. The catalyst class is: 16.